This data is from Serine/threonine kinase 33 screen with 319,792 compounds. The task is: Binary Classification. Given a drug SMILES string, predict its activity (active/inactive) in a high-throughput screening assay against a specified biological target. (1) The drug is Fc1c(NC(=O)N(CCCN2CCOCC2)Cc2cc3c([nH]c2=O)cc(OC)c(OC)c3)cccc1. The result is 0 (inactive). (2) The molecule is s1c2c(CCCCC2)c(c1)C(=O)NCCC. The result is 0 (inactive). (3) The molecule is Clc1ccc(CSc2oc(nn2)c2c(NC(=O)c3ccccc3)cccc2)cc1. The result is 0 (inactive). (4) The compound is O(CC(=O)Nc1c(OC)ccc(c1)C)C(=O)c1c(onc1C)C. The result is 0 (inactive). (5) The compound is O=C(NC(Cc1c2c([nH]c1)cccc2)C(OC)=O)C1CC1. The result is 0 (inactive). (6) The compound is S(=O)(=O)(c1cc(NC(=O)c2cc(NC(=O)c3c(OCC)nccc3)ccc2)ccc1)CCO. The result is 0 (inactive). (7) The drug is O=c1c(N\N=C2\CCCCC2)ccccc1. The result is 0 (inactive). (8) The molecule is n1c(nc(NN)cc1C)Cc1ccccc1. The result is 0 (inactive). (9) The drug is S(c1n(c2ccc(cc2)C)c(O)c(CC)c(=O)n1)CC(=O)Nc1sc2c(n1)cccc2. The result is 0 (inactive).